From a dataset of NCI-60 drug combinations with 297,098 pairs across 59 cell lines. Regression. Given two drug SMILES strings and cell line genomic features, predict the synergy score measuring deviation from expected non-interaction effect. (1) Drug 1: C(CCl)NC(=O)N(CCCl)N=O. Drug 2: CC12CCC3C(C1CCC2OP(=O)(O)O)CCC4=C3C=CC(=C4)OC(=O)N(CCCl)CCCl.[Na+]. Cell line: T-47D. Synergy scores: CSS=0.829, Synergy_ZIP=0.680, Synergy_Bliss=3.46, Synergy_Loewe=-2.29, Synergy_HSA=-1.59. (2) Cell line: SN12C. Synergy scores: CSS=-17.7, Synergy_ZIP=10.1, Synergy_Bliss=7.52, Synergy_Loewe=-7.51, Synergy_HSA=-9.93. Drug 1: C1=CC(=CC=C1C#N)C(C2=CC=C(C=C2)C#N)N3C=NC=N3. Drug 2: CC1CCC2CC(C(=CC=CC=CC(CC(C(=O)C(C(C(=CC(C(=O)CC(OC(=O)C3CCCCN3C(=O)C(=O)C1(O2)O)C(C)CC4CCC(C(C4)OC)OCCO)C)C)O)OC)C)C)C)OC. (3) Synergy scores: CSS=35.0, Synergy_ZIP=-2.10, Synergy_Bliss=1.38, Synergy_Loewe=1.22, Synergy_HSA=5.18. Drug 1: C1CN1C2=NC(=NC(=N2)N3CC3)N4CC4. Cell line: 786-0. Drug 2: CC1OCC2C(O1)C(C(C(O2)OC3C4COC(=O)C4C(C5=CC6=C(C=C35)OCO6)C7=CC(=C(C(=C7)OC)O)OC)O)O.